From a dataset of NCI-60 drug combinations with 297,098 pairs across 59 cell lines. Regression. Given two drug SMILES strings and cell line genomic features, predict the synergy score measuring deviation from expected non-interaction effect. (1) Drug 1: CS(=O)(=O)C1=CC(=C(C=C1)C(=O)NC2=CC(=C(C=C2)Cl)C3=CC=CC=N3)Cl. Drug 2: CCC1(CC2CC(C3=C(CCN(C2)C1)C4=CC=CC=C4N3)(C5=C(C=C6C(=C5)C78CCN9C7C(C=CC9)(C(C(C8N6C=O)(C(=O)OC)O)OC(=O)C)CC)OC)C(=O)OC)O.OS(=O)(=O)O. Cell line: SF-268. Synergy scores: CSS=36.5, Synergy_ZIP=10.0, Synergy_Bliss=12.9, Synergy_Loewe=-12.2, Synergy_HSA=9.57. (2) Drug 1: C1=CC=C(C(=C1)C(C2=CC=C(C=C2)Cl)C(Cl)Cl)Cl. Drug 2: CC12CCC3C(C1CCC2O)C(CC4=C3C=CC(=C4)O)CCCCCCCCCS(=O)CCCC(C(F)(F)F)(F)F. Cell line: SF-268. Synergy scores: CSS=-2.35, Synergy_ZIP=-0.0926, Synergy_Bliss=-1.22, Synergy_Loewe=-4.14, Synergy_HSA=-4.17. (3) Drug 1: C1C(C(OC1N2C=NC3=C(N=C(N=C32)Cl)N)CO)O. Drug 2: CC1C(C(CC(O1)OC2CC(OC(C2O)C)OC3=CC4=CC5=C(C(=O)C(C(C5)C(C(=O)C(C(C)O)O)OC)OC6CC(C(C(O6)C)O)OC7CC(C(C(O7)C)O)OC8CC(C(C(O8)C)O)(C)O)C(=C4C(=C3C)O)O)O)O. Cell line: BT-549. Synergy scores: CSS=71.2, Synergy_ZIP=-0.474, Synergy_Bliss=-1.85, Synergy_Loewe=-4.69, Synergy_HSA=-2.29. (4) Drug 1: CS(=O)(=O)C1=CC(=C(C=C1)C(=O)NC2=CC(=C(C=C2)Cl)C3=CC=CC=N3)Cl. Drug 2: CN1C(=O)N2C=NC(=C2N=N1)C(=O)N. Cell line: OVCAR3. Synergy scores: CSS=2.39, Synergy_ZIP=-0.785, Synergy_Bliss=3.12, Synergy_Loewe=0.633, Synergy_HSA=0.251. (5) Drug 1: C1=CC(=C2C(=C1NCCNCCO)C(=O)C3=C(C=CC(=C3C2=O)O)O)NCCNCCO. Drug 2: CC(C1=C(C=CC(=C1Cl)F)Cl)OC2=C(N=CC(=C2)C3=CN(N=C3)C4CCNCC4)N. Cell line: HCC-2998. Synergy scores: CSS=28.9, Synergy_ZIP=0.0673, Synergy_Bliss=-0.630, Synergy_Loewe=-7.12, Synergy_HSA=0.264. (6) Synergy scores: CSS=74.4, Synergy_ZIP=3.36, Synergy_Bliss=2.47, Synergy_Loewe=4.97, Synergy_HSA=8.68. Drug 2: CC(C)(C#N)C1=CC=C(C=C1)N2C3=C4C=C(C=CC4=NC=C3N(C2=O)C)C5=CC6=CC=CC=C6N=C5. Cell line: SK-OV-3. Drug 1: CCC1(C2=C(COC1=O)C(=O)N3CC4=CC5=C(C=CC(=C5CN(C)C)O)N=C4C3=C2)O. (7) Drug 1: C1=CN(C(=O)N=C1N)C2C(C(C(O2)CO)O)O.Cl. Drug 2: C1C(C(OC1N2C=NC(=NC2=O)N)CO)O. Cell line: NCI-H522. Synergy scores: CSS=42.8, Synergy_ZIP=2.94, Synergy_Bliss=2.45, Synergy_Loewe=-1.10, Synergy_HSA=5.89.